From a dataset of Forward reaction prediction with 1.9M reactions from USPTO patents (1976-2016). Predict the product of the given reaction. (1) Given the reactants [Br:1][C:2]1[CH:3]=[C:4]([C:14]([OH:16])=O)[C:5]2[CH:6]=[CH:7][N:8]([CH:11]([CH3:13])[CH3:12])[C:9]=2[CH:10]=1.[NH2:17][CH2:18][C:19]1[C:20](=[O:27])[NH:21][C:22]([CH3:26])=[CH:23][C:24]=1[CH3:25].ON1C2N=CC=CC=2N=N1.C(Cl)CCl.CN1CCOCC1, predict the reaction product. The product is: [Br:1][C:2]1[CH:3]=[C:4]([C:14]([NH:17][CH2:18][C:19]2[C:20](=[O:27])[NH:21][C:22]([CH3:26])=[CH:23][C:24]=2[CH3:25])=[O:16])[C:5]2[CH:6]=[CH:7][N:8]([CH:11]([CH3:12])[CH3:13])[C:9]=2[CH:10]=1. (2) Given the reactants Br[C:2]1[CH:7]=[CH:6][CH:5]=[CH:4][C:3]=1[N+:8]([O-:10])=[O:9].[CH3:11][C@H:12]1[CH2:17][NH:16][CH2:15][CH2:14][NH:13]1, predict the reaction product. The product is: [CH3:11][C@@H:12]1[NH:13][CH2:14][CH2:15][N:16]([C:2]2[CH:7]=[CH:6][CH:5]=[CH:4][C:3]=2[N+:8]([O-:10])=[O:9])[CH2:17]1. (3) Given the reactants [Li+].CC([N-]C(C)C)C.[Cl:9][C:10]1[CH:15]=[CH:14][CH:13]=[CH:12][C:11]=1[C:16]1[S:17][CH:18]=[CH:19][N:20]=1.N1(C=O)CC[O:24][CH2:23]C1, predict the reaction product. The product is: [Cl:9][C:10]1[CH:15]=[CH:14][CH:13]=[CH:12][C:11]=1[C:16]1[S:17][C:18]([CH:23]=[O:24])=[CH:19][N:20]=1. (4) Given the reactants [NH2:1][C:2]1[C:3]([C:13]([F:16])([F:15])[F:14])=[N:4][NH:5][C:6]=1[C:7]1[CH:12]=[CH:11][CH:10]=[CH:9][CH:8]=1.N1C=CC=CC=1.[C:23](Cl)(=[O:30])[C:24]1[CH:29]=[CH:28][CH:27]=[CH:26][CH:25]=1, predict the reaction product. The product is: [C:7]1([C:6]2[NH:5][N:4]=[C:3]([C:13]([F:16])([F:15])[F:14])[C:2]=2[NH:1][C:23](=[O:30])[C:24]2[CH:29]=[CH:28][CH:27]=[CH:26][CH:25]=2)[CH:12]=[CH:11][CH:10]=[CH:9][CH:8]=1.